Task: Binary classification across 12 toxicity assays.. Dataset: Tox21: 12 toxicity assays (nuclear receptors and stress response pathways) (1) The drug is c1ccc([Hg]c2ccccc2)cc1. It tested positive (active) for: SR-ATAD5 (ATAD5 genotoxicity (DNA damage)), and SR-MMP (Mitochondrial Membrane Potential disruption). (2) The drug is C[C@]12C=CC(=O)C=C1CC[C@@H]1[C@@H]2CC[C@@]2(C)[C@H]1CC[C@]2(C)O. It tested positive (active) for: NR-AR (Androgen Receptor agonist activity), NR-AR-LBD (Androgen Receptor Ligand Binding Domain agonist), NR-ER (Estrogen Receptor agonist activity), NR-ER-LBD (Estrogen Receptor Ligand Binding Domain agonist), and SR-ARE (Antioxidant Response Element (oxidative stress)). (3) The drug is CCC(=O)O[C@]1(C(=O)CCl)[C@@H](C)C[C@H]2[C@@H]3CCC4=CC(=O)C=C[C@]4(C)[C@@]3(F)[C@@H](O)C[C@@]21C. It tested positive (active) for: NR-AR (Androgen Receptor agonist activity), NR-AR-LBD (Androgen Receptor Ligand Binding Domain agonist), NR-AhR (Aryl hydrocarbon Receptor agonist activity), and SR-MMP (Mitochondrial Membrane Potential disruption). (4) The compound is CC[C@@H](C(=O)[C@@H](C)[C@@H](O)[C@H](C)CCc1ccc(C)c(O)c1C(=O)[O-])[C@H]1O[C@](CC)([C@H]2CC[C@](O)(CC)[C@H](C)O2)C[C@@H]1C. It tested positive (active) for: NR-AR (Androgen Receptor agonist activity), SR-MMP (Mitochondrial Membrane Potential disruption), and SR-p53 (p53 tumor suppressor activation). (5) It tested positive (active) for: NR-ER (Estrogen Receptor agonist activity), NR-PPAR-gamma (PPAR-gamma nuclear receptor agonist), SR-ARE (Antioxidant Response Element (oxidative stress)), SR-HSE (Heat Shock Element response), SR-MMP (Mitochondrial Membrane Potential disruption), and SR-p53 (p53 tumor suppressor activation). The molecule is COc1cc(/C=C/C(=O)CC(=O)/C=C/c2ccc(O)c(OC)c2)ccc1O. (6) The molecule is CNCc1ccc(NC(=O)c2c[nH]c3c2C(=O)CCC3)cc1. It tested positive (active) for: NR-AhR (Aryl hydrocarbon Receptor agonist activity). (7) The drug is ON=C1C=CC(=NO)C=C1. It tested positive (active) for: NR-AhR (Aryl hydrocarbon Receptor agonist activity), SR-ARE (Antioxidant Response Element (oxidative stress)), and SR-MMP (Mitochondrial Membrane Potential disruption).